This data is from Catalyst prediction with 721,799 reactions and 888 catalyst types from USPTO. The task is: Predict which catalyst facilitates the given reaction. (1) Reactant: [CH2:1]([C:8]1[CH:13]=[CH:12][CH:11]=[CH:10][N:9]=1)[C:2]1[CH:7]=[CH:6][CH:5]=[CH:4][CH:3]=1.[Br:14][CH2:15][C:16]([N:18]1[CH2:22][CH2:21][CH2:20][CH2:19]1)=[O:17]. Product: [Br-:14].[N:18]1([C:16](=[O:17])[CH2:15][N+:9]2[CH:10]=[CH:11][CH:12]=[CH:13][C:8]=2[CH2:1][C:2]2[CH:7]=[CH:6][CH:5]=[CH:4][CH:3]=2)[CH2:22][CH2:21][CH2:20][CH2:19]1. The catalyst class is: 382. (2) The catalyst class is: 2. Reactant: [N:1]1([C@@H:6]2[CH2:11][CH2:10][C@H:9]([NH:12]C(=O)OC(C)(C)C)[CH2:8][CH2:7]2)[CH:5]=[N:4][CH:3]=[N:2]1.[F:20][C:21]([F:26])([F:25])[C:22]([OH:24])=[O:23]. Product: [F:20][C:21]([F:26])([F:25])[C:22]([OH:24])=[O:23].[N:1]1([C@@H:6]2[CH2:7][CH2:8][C@H:9]([NH2:12])[CH2:10][CH2:11]2)[CH:5]=[N:4][CH:3]=[N:2]1.[C:22]([OH:24])([C:21]([F:26])([F:25])[F:20])=[O:23]. (3) Reactant: [C:1]([O:5][C:6](=[O:48])[N:7]([CH2:19][C@@H:20]([C:29]1[CH:38]=[CH:37][C:36]([O:39][CH2:40][C:41]2[CH:46]=[CH:45][CH:44]=[CH:43][CH:42]=2)=[C:35]2[C:30]=1[CH:31]=[CH:32][C:33](=[O:47])[NH:34]2)[O:21][Si:22]([C:25]([CH3:28])([CH3:27])[CH3:26])([CH3:24])[CH3:23])[CH2:8][CH2:9][C:10]1[CH:15]=[CH:14][C:13]([N+:16]([O-])=O)=[CH:12][CH:11]=1)([CH3:4])([CH3:3])[CH3:2].C(OC(=O)N(CCC1C=CC=C(N)C=1)C[C@@H](C1C=CC(OCC2C=CC=CC=2)=C2C=1C=CC(=O)N2)O[Si](C(C)(C)C)(C)C)(C)(C)C. Product: [C:1]([O:5][C:6](=[O:48])[N:7]([CH2:8][CH2:9][C:10]1[CH:15]=[CH:14][C:13]([NH2:16])=[CH:12][CH:11]=1)[CH2:19][C@@H:20]([C:29]1[CH:38]=[CH:37][C:36]([O:39][CH2:40][C:41]2[CH:42]=[CH:43][CH:44]=[CH:45][CH:46]=2)=[C:35]2[C:30]=1[CH:31]=[CH:32][C:33](=[O:47])[NH:34]2)[O:21][Si:22]([C:25]([CH3:28])([CH3:27])[CH3:26])([CH3:23])[CH3:24])([CH3:2])([CH3:3])[CH3:4]. The catalyst class is: 181. (4) Reactant: [C:1]([O:5][C@@H:6]([C:12]1[C:13]([CH3:34])=[N:14][C:15]([CH3:33])=[C:16]([C:26]2[CH:31]=[CH:30][C:29]([OH:32])=[CH:28][CH:27]=2)[C:17]=1[N:18]1[CH2:23][CH2:22][C:21]([CH3:25])([CH3:24])[CH2:20][CH2:19]1)[C:7]([O:9]CC)=[O:8])([CH3:4])([CH3:3])[CH3:2].[Cl:35][C:36]1[S:37][C:38]([CH2:41]O)=[CH:39][N:40]=1.C1C=CC(P(C2C=CC=CC=2)C2C=CC=CC=2)=CC=1.CCOC(/N=N/C(OCC)=O)=O.[OH-].[Na+]. Product: [C:1]([O:5][C@@H:6]([C:12]1[C:13]([CH3:34])=[N:14][C:15]([CH3:33])=[C:16]([C:26]2[CH:27]=[CH:28][C:29]([O:32][CH2:41][C:38]3[S:37][C:36]([Cl:35])=[N:40][CH:39]=3)=[CH:30][CH:31]=2)[C:17]=1[N:18]1[CH2:19][CH2:20][C:21]([CH3:25])([CH3:24])[CH2:22][CH2:23]1)[C:7]([OH:9])=[O:8])([CH3:3])([CH3:2])[CH3:4]. The catalyst class is: 36. (5) The catalyst class is: 64. Product: [CH3:1][CH2:2][CH2:3][CH:4]1[O:24][C@:23]2([C:25]([CH2:27][OH:28])=[O:26])[C@@H:6]([CH2:7][C@@H:8]3[C@:22]2([CH3:29])[CH2:21][C@H:20]([OH:30])[C@H:19]2[C@H:9]3[CH2:10][CH2:11][C:12]3[C@:18]2([CH3:31])[CH:17]=[CH:16][C:14](=[O:15])[CH:13]=3)[O:5]1.[CH2:32]([NH:36][C:37](=[O:38])[O-:39])[CH2:33][CH2:34][CH3:35]. Reactant: [CH3:1][CH2:2][CH2:3][CH:4]1[O:24][C@:23]2([C:25]([CH2:27][OH:28])=[O:26])[C@@H:6]([CH2:7][C@@H:8]3[C@:22]2([CH3:29])[CH2:21][C@H:20]([OH:30])[C@H:19]2[C@H:9]3[CH2:10][CH2:11][C:12]3[C@:18]2([CH3:31])[CH:17]=[CH:16][C:14](=[O:15])[CH:13]=3)[O:5]1.[CH2:32]([N:36]=[C:37]=[O:38])[CH2:33][CH2:34][CH3:35].[OH2:39]. (6) Reactant: [O:1]1[C:5]2[C:6]([C:10]([CH3:29])([CH3:28])[CH2:11][C@:12]([CH2:18][NH:19][C@@H](C3C=CC=CC=3)C)([OH:17])[C:13]([F:16])([F:15])[F:14])=[CH:7][CH:8]=[CH:9][C:4]=2[CH2:3][CH2:2]1. Product: [NH2:19][CH2:18][C@:12]([OH:17])([CH2:11][C:10]([C:6]1[C:5]2[O:1][CH2:2][CH2:3][C:4]=2[CH:9]=[CH:8][CH:7]=1)([CH3:29])[CH3:28])[C:13]([F:15])([F:16])[F:14]. The catalyst class is: 50. (7) Reactant: [Br:1][C:2]1[CH:3]=[C:4]([CH:8]=[CH:9][C:10]=1[OH:11])[C:5](Cl)=[O:6].[O:12]1[C:17]2[CH:18]=[CH:19][CH:20]=[CH:21][C:16]=2[NH:15][CH2:14][CH2:13]1.C(O)C. Product: [Br:1][C:2]1[CH:3]=[C:4]([C:5]([N:15]2[C:16]3[CH:21]=[CH:20][CH:19]=[CH:18][C:17]=3[O:12][CH2:13][CH2:14]2)=[O:6])[CH:8]=[CH:9][C:10]=1[OH:11]. The catalyst class is: 843.